Dataset: Forward reaction prediction with 1.9M reactions from USPTO patents (1976-2016). Task: Predict the product of the given reaction. (1) Given the reactants [Cl:1][C:2]1[CH:7]=[CH:6][C:5]([C:8]2[N:12]([CH:13]([CH:17]3[CH2:22][CH2:21][CH2:20][CH2:19][CH2:18]3)[C:14](O)=[O:15])[C:11]3[CH:23]=[C:24]([F:28])[C:25]([F:27])=[CH:26][C:10]=3[N:9]=2)=[CH:4][CH:3]=1.[NH2:29][C:30]1[CH:40]=[CH:39][C:33]([C:34]([O:36][CH2:37][CH3:38])=[O:35])=[CH:32][CH:31]=1, predict the reaction product. The product is: [CH2:37]([O:36][C:34](=[O:35])[C:33]1[CH:39]=[CH:40][C:30]([NH:29][C:14](=[O:15])[CH:13]([N:12]2[C:11]3[CH:23]=[C:24]([F:28])[C:25]([F:27])=[CH:26][C:10]=3[N:9]=[C:8]2[C:5]2[CH:4]=[CH:3][C:2]([Cl:1])=[CH:7][CH:6]=2)[CH:17]2[CH2:22][CH2:21][CH2:20][CH2:19][CH2:18]2)=[CH:31][CH:32]=1)[CH3:38]. (2) The product is: [CH3:18][O:19][C:20](=[O:32])[CH2:21][C@H:22]1[C:26]2[CH:27]=[CH:28][C:29]([O:15][CH:10]3[C:11]4[C:7](=[C:6]([CH:5]([CH:1]5[CH2:2][CH2:3][CH2:4]5)[O:16][CH3:17])[CH:14]=[CH:13][CH:12]=4)[CH2:8][CH2:9]3)=[CH:30][C:25]=2[O:24][CH2:23]1. Given the reactants [CH:1]1([CH:5]([O:16][CH3:17])[C:6]2[CH:14]=[CH:13][CH:12]=[C:11]3[C:7]=2[CH2:8][CH2:9][CH:10]3[OH:15])[CH2:4][CH2:3][CH2:2]1.[CH3:18][O:19][C:20](=[O:32])[CH2:21][C@H:22]1[C:26]2[CH:27]=[CH:28][C:29](O)=[CH:30][C:25]=2[O:24][CH2:23]1, predict the reaction product.